Dataset: Full USPTO retrosynthesis dataset with 1.9M reactions from patents (1976-2016). Task: Predict the reactants needed to synthesize the given product. (1) Given the product [O:33]=[C:31]([N:34]1[CH2:38][CH2:37][CH2:36][CH2:35]1)[CH2:30][O:29][C@@H:7]1[CH2:6][N:5]([C:3]([O:2][CH3:1])=[O:4])[C@H:10]([C:11]([N:13]2[CH2:14][CH2:15][N:16]([C:19]3[CH:24]=[CH:23][CH:22]=[CH:21][CH:20]=3)[CH2:17][CH2:18]2)=[O:12])[C@@H:9]([C:25]([O:27][CH3:28])=[O:26])[CH2:8]1, predict the reactants needed to synthesize it. The reactants are: [CH3:1][O:2][C:3]([N:5]1[C@H:10]([C:11]([N:13]2[CH2:18][CH2:17][N:16]([C:19]3[CH:24]=[CH:23][CH:22]=[CH:21][CH:20]=3)[CH2:15][CH2:14]2)=[O:12])[C@@H:9]([C:25]([O:27][CH3:28])=[O:26])[CH2:8][C@H:7]([O:29][CH2:30][C:31]([OH:33])=O)[CH2:6]1)=[O:4].[NH:34]1[CH2:38][CH2:37][CH2:36][CH2:35]1.F[P-](F)(F)(F)(F)F.N1(O[P+](N(C)C)(N(C)C)N(C)C)C2C=CC=CC=2N=N1.CN(C)C=O.C(N(CC)C(C)C)(C)C. (2) The reactants are: [F:1][C:2]([F:33])([F:32])[C:3]1[CH:4]=[C:5]([CH:25]=[C:26]([C:28]([F:31])([F:30])[F:29])[CH:27]=1)[CH2:6][N:7]([CH3:24])[C@@H:8]1[CH2:12][N:11]([CH2:13][C:14]2[CH:19]=[CH:18][CH:17]=[C:16]([Cl:20])[CH:15]=2)[C@H:10]([C:21]([OH:23])=O)[CH2:9]1.[F:34][C:35]([F:49])([F:48])[C:36]1[CH:37]=[C:38]([N:42]2[CH2:47][CH2:46][NH:45][CH2:44][CH2:43]2)[CH:39]=[CH:40][CH:41]=1. Given the product [F:33][C:2]([F:32])([F:1])[C:3]1[CH:4]=[C:5]([CH:25]=[C:26]([C:28]([F:31])([F:29])[F:30])[CH:27]=1)[CH2:6][N:7]([CH3:24])[C@@H:8]1[CH2:12][N:11]([CH2:13][C:14]2[CH:19]=[CH:18][CH:17]=[C:16]([Cl:20])[CH:15]=2)[C@H:10]([C:21]([N:45]2[CH2:44][CH2:43][N:42]([C:38]3[CH:39]=[CH:40][CH:41]=[C:36]([C:35]([F:48])([F:49])[F:34])[CH:37]=3)[CH2:47][CH2:46]2)=[O:23])[CH2:9]1, predict the reactants needed to synthesize it. (3) Given the product [CH3:11][C@@H:12]([NH2:13])[C:1]1[CH:6]=[CH:5][CH:4]=[CH:3][CH:2]=1, predict the reactants needed to synthesize it. The reactants are: [CH:1]12O[CH:6]1[CH2:5][CH2:4][CH2:3][C:2]2=O.CO[CH2:11][CH2:12][N:13](S(F)(F)F)CCOC.O=C=O.C[Al](C)C.CCCCCC.[F-].[Na+]. (4) Given the product [NH2:1][C@H:4]1[C@@H:8]([NH2:9])[CH2:7][N:6]([C:12]([O:14][C:15]([CH3:18])([CH3:17])[CH3:16])=[O:13])[CH2:5]1, predict the reactants needed to synthesize it. The reactants are: [N:1]([C@H:4]1[C@@H:8]([N:9]=[N+]=[N-])[CH2:7][N:6]([C:12]([O:14][C:15]([CH3:18])([CH3:17])[CH3:16])=[O:13])[CH2:5]1)=[N+]=[N-]. (5) Given the product [F:1][C:2]1[CH:7]=[CH:6][C:5]([N:8]2[C:12]3=[N:13][CH:14]=[CH:15][C:16]([N:18]4[CH:22]=[CH:21][N:20]=[CH:19]4)=[C:11]3[CH:10]=[N:9]2)=[CH:4][CH:3]=1, predict the reactants needed to synthesize it. The reactants are: [F:1][C:2]1[CH:7]=[CH:6][C:5]([N:8]2[C:12]3=[N:13][CH:14]=[CH:15][C:16](I)=[C:11]3[CH:10]=[N:9]2)=[CH:4][CH:3]=1.[NH:18]1[CH:22]=[CH:21][N:20]=[CH:19]1.C(=O)([O-])[O-].[K+].[K+].N1CCC[C@@H]1C(O)=O. (6) Given the product [OH:1][CH2:2][C:3]([CH3:47])([CH3:48])[CH2:4][N:5]1[CH:9]=[CH:8][C:7]([C:10]2[C:18]3[C:17]([NH:19][C@H:20]([C:22]4[N:27]([C:28]5[CH:29]=[CH:30][CH:31]=[CH:32][CH:33]=5)[C:26](=[O:34])[C:25]5=[C:35]([CH3:38])[CH:36]=[CH:37][N:24]5[N:23]=4)[CH3:21])=[N:16][CH:15]=[N:14][C:13]=3[NH:12][CH:11]=2)=[N:6]1, predict the reactants needed to synthesize it. The reactants are: [OH:1][CH2:2][C:3]([CH3:48])([CH3:47])[CH2:4][N:5]1[CH:9]=[CH:8][C:7]([C:10]2[C:18]3[C:17]([NH:19][C@H:20]([C:22]4[N:27]([C:28]5[CH:33]=[CH:32][CH:31]=[CH:30][CH:29]=5)[C:26](=[O:34])[C:25]5=[C:35]([CH3:38])[CH:36]=[CH:37][N:24]5[N:23]=4)[CH3:21])=[N:16][CH:15]=[N:14][C:13]=3[N:12](COCC[Si](C)(C)C)[CH:11]=2)=[N:6]1.FC(F)(F)C(O)=O.N. (7) Given the product [CH2:1]([N:3]([CH3:23])[C:4]([N:6]1[CH2:7][CH:8]([C:20]2[O:22][N:34]=[C:31]([C:28]3[CH:29]=[CH:30][C:25]([F:24])=[CH:26][CH:27]=3)[N:32]=2)[CH2:9][CH:10]([C:12]2[CH:13]=[CH:14][C:15]([CH2:18][CH3:19])=[CH:16][CH:17]=2)[CH2:11]1)=[O:5])[CH3:2], predict the reactants needed to synthesize it. The reactants are: [CH2:1]([N:3]([CH3:23])[C:4]([N:6]1[CH2:11][CH:10]([C:12]2[CH:17]=[CH:16][C:15]([CH2:18][CH3:19])=[CH:14][CH:13]=2)[CH2:9][CH:8]([C:20]([OH:22])=O)[CH2:7]1)=[O:5])[CH3:2].[F:24][C:25]1[CH:30]=[CH:29][C:28]([C:31](=[NH:34])[NH:32]O)=[CH:27][CH:26]=1.